From a dataset of Full USPTO retrosynthesis dataset with 1.9M reactions from patents (1976-2016). Predict the reactants needed to synthesize the given product. (1) Given the product [NH2:31][C:20]1[N:19]=[C:18]([N:14]2[CH2:13][CH2:12][C:11]3[C:16](=[CH:17][C:8]([C:5]4[CH:4]=[C:3]([F:32])[C:2]([C:33]#[N:34])=[N:7][CH:6]=4)=[CH:9][CH:10]=3)[CH2:15]2)[CH:23]=[C:22]([N:24]2[CH2:25][CH2:26][N:27]([CH3:30])[CH2:28][CH2:29]2)[N:21]=1, predict the reactants needed to synthesize it. The reactants are: Cl[C:2]1[N:7]=[CH:6][C:5]([C:8]2[CH:17]=[C:16]3[C:11]([CH2:12][CH2:13][N:14]([C:18]4[CH:23]=[C:22]([N:24]5[CH2:29][CH2:28][N:27]([CH3:30])[CH2:26][CH2:25]5)[N:21]=[C:20]([NH2:31])[N:19]=4)[CH2:15]3)=[CH:10][CH:9]=2)=[CH:4][C:3]=1[F:32].[CH3:33][N:34](C)CCN(C)C.CC1(C)C2C=CC=C(P(C3C=CC=CC=3)C3C=CC=CC=3)C=2OC2C1=CC=CC=2P(C1C=CC=CC=1)C1C=CC=CC=1. (2) Given the product [C:20]([O:19][C:18](=[O:24])[N:17]([CH2:16][C:4]1[CH:3]=[C:2]([C:32]2[CH:33]=[CH:34][C:29]([O:28][CH:27]([F:44])[F:26])=[CH:30][CH:31]=2)[N:6]([S:7]([C:10]2[CH:11]=[N:12][CH:13]=[CH:14][CH:15]=2)(=[O:9])=[O:8])[CH:5]=1)[CH3:25])([CH3:23])([CH3:22])[CH3:21], predict the reactants needed to synthesize it. The reactants are: Br[C:2]1[N:6]([S:7]([C:10]2[CH:11]=[N:12][CH:13]=[CH:14][CH:15]=2)(=[O:9])=[O:8])[CH:5]=[C:4]([CH2:16][N:17]([CH3:25])[C:18](=[O:24])[O:19][C:20]([CH3:23])([CH3:22])[CH3:21])[CH:3]=1.[F:26][CH:27]([F:44])[O:28][C:29]1[CH:34]=[CH:33][C:32](B2OC(C)(C)C(C)(C)O2)=[CH:31][CH:30]=1.C(=O)([O-])[O-].[Na+].[Na+]. (3) Given the product [CH:6]1[C:1]([OH:7])=[CH:2][CH:3]=[C:4]([S:9]([OH:11])(=[O:10])=[O:8])[CH:5]=1, predict the reactants needed to synthesize it. The reactants are: [C:1]1([OH:7])[CH:6]=[CH:5][CH:4]=[CH:3][CH:2]=1.[OH:8][S:9](O)(=[O:11])=[O:10]. (4) Given the product [CH2:1]([O:3][C:4](=[O:44])[CH2:5][CH2:6][CH2:7][CH2:8][O:9][C:10]1[CH:15]=[CH:14][C:13]([NH:16][C:17]2[C:22]([NH2:23])=[CH:21][N:20]=[C:19]([NH:26][C:27]3[CH:28]=[CH:29][C:30]([CH2:33][CH2:34][CH2:35][NH:36][C:37]([O:39][C:40]([CH3:43])([CH3:42])[CH3:41])=[O:38])=[CH:31][CH:32]=3)[N:18]=2)=[CH:12][CH:11]=1)[CH3:2], predict the reactants needed to synthesize it. The reactants are: [CH2:1]([O:3][C:4](=[O:44])[CH2:5][CH2:6][CH2:7][CH2:8][O:9][C:10]1[CH:15]=[CH:14][C:13]([NH:16][C:17]2[C:22]([N+:23]([O-])=O)=[CH:21][N:20]=[C:19]([NH:26][C:27]3[CH:32]=[CH:31][C:30]([CH2:33][CH2:34][CH2:35][NH:36][C:37]([O:39][C:40]([CH3:43])([CH3:42])[CH3:41])=[O:38])=[CH:29][CH:28]=3)[N:18]=2)=[CH:12][CH:11]=1)[CH3:2].